Task: Predict which catalyst facilitates the given reaction.. Dataset: Catalyst prediction with 721,799 reactions and 888 catalyst types from USPTO (1) Product: [CH3:33][C:32]1([CH3:34])[C:35]([CH3:37])([CH3:36])[O:38][B:30]([C:2]2[CH:3]=[C:4]3[C:8](=[CH:9][CH:10]=2)[N:7]([CH2:11][CH2:12][O:13][C:14]2[CH:19]=[CH:18][C:17]([O:20][C:21]([F:24])([F:23])[F:22])=[CH:16][CH:15]=2)[C:6]([C:25]([O:27][CH2:28][CH3:29])=[O:26])=[CH:5]3)[O:31]1. The catalyst class is: 160. Reactant: Br[C:2]1[CH:3]=[C:4]2[C:8](=[CH:9][CH:10]=1)[N:7]([CH2:11][CH2:12][O:13][C:14]1[CH:19]=[CH:18][C:17]([O:20][C:21]([F:24])([F:23])[F:22])=[CH:16][CH:15]=1)[C:6]([C:25]([O:27][CH2:28][CH3:29])=[O:26])=[CH:5]2.[BH3:30].[OH:31][C:32]([C:35]([OH:38])([CH3:37])[CH3:36])([CH3:34])[CH3:33].CC([O-])=O.[K+]. (2) Reactant: [CH3:1][O:2][C:3]1[CH:8]=[C:7]([CH2:9][CH2:10][CH3:11])[CH:6]=[CH:5][C:4]=1[OH:12].[Na+].[I-].C([O-])([O-])=O.[K+].[K+].[S:21](Cl)([C:24]1[CH:30]=[CH:29][C:27]([CH3:28])=[CH:26][CH:25]=1)(=[O:23])=[O:22]. Product: [CH3:28][C:27]1[CH:29]=[CH:30][C:24]([S:21]([O:12][C:4]2[CH:5]=[CH:6][C:7]([CH2:9][CH2:10][CH3:11])=[CH:8][C:3]=2[O:2][CH3:1])(=[O:23])=[O:22])=[CH:25][CH:26]=1. The catalyst class is: 10. (3) Reactant: Br[C:2]1[CH:3]=[CH:4][C:5]2[O:9][C:8](=[O:10])[N:7]([CH3:11])[C:6]=2[CH:12]=1.[CH3:13][C:14]1([CH3:30])[C:18]([CH3:20])([CH3:19])[O:17][B:16]([B:16]2[O:17][C:18]([CH3:20])([CH3:19])[C:14]([CH3:30])([CH3:13])[O:15]2)[O:15]1.C([O-])(=O)C.[K+].C(Cl)Cl. Product: [CH3:11][N:7]1[C:6]2[CH:12]=[C:2]([B:16]3[O:17][C:18]([CH3:20])([CH3:19])[C:14]([CH3:30])([CH3:13])[O:15]3)[CH:3]=[CH:4][C:5]=2[O:9][C:8]1=[O:10]. The catalyst class is: 75. (4) Reactant: [CH:1]1[C:6](=[O:7])[C:5]([OH:8])=[CH:4][O:3][C:2]=1[CH2:9][OH:10].[OH-:11].[Na+].[CH2:13]=O.Cl. The catalyst class is: 6. Product: [OH:8][C:5]1[C:6](=[O:7])[CH:1]=[C:2]([CH2:9][OH:10])[O:3][C:4]=1[CH2:13][OH:11]. (5) Reactant: Cl.[C:2]1([NH2:12])[C:11]2[CH2:10][CH:9]=[CH:8][CH2:7][C:6]=2[CH:5]=[CH:4][CH:3]=1.CCN(CC)CC.[F:20][C:21]([F:32])([F:31])[C:22](O[C:22](=[O:23])[C:21]([F:32])([F:31])[F:20])=[O:23]. Product: [C:2]1([NH:12][C:22](=[O:23])[C:21]([F:32])([F:31])[F:20])[C:11]2[CH2:10][CH:9]=[CH:8][CH2:7][C:6]=2[CH:5]=[CH:4][CH:3]=1. The catalyst class is: 4. (6) Product: [CH3:3]/[C:4](/[CH:11]=[CH:12]/[CH:13]=[C:14](\[CH3:21])/[CH2:15][CH2:16][CH:17]=[C:18]([CH3:20])[CH3:19])=[CH:5]\[C:6]([OH:8])=[O:7]. Reactant: [OH-].[K+].[CH3:3]/[C:4](/[CH:11]=[CH:12]/[CH:13]=[C:14](\[CH3:21])/[CH2:15][CH2:16][CH:17]=[C:18]([CH3:20])[CH3:19])=[CH:5]\[C:6]([O:8]CC)=[O:7]. The catalyst class is: 41. (7) Reactant: [N:1]1[C:10]2[C:5](=[CH:6][CH:7]=[CH:8][CH:9]=2)[C:4]([C:11]([C:13]2[N:14]=[CH:15][N:16]([C:18]([C:31]3[CH:36]=[CH:35][CH:34]=[CH:33][CH:32]=3)([C:25]3[CH:30]=[CH:29][CH:28]=[CH:27][CH:26]=3)[C:19]3[CH:24]=[CH:23][CH:22]=[CH:21][CH:20]=3)[CH:17]=2)=[O:12])=[CH:3][CH:2]=1.[CH3:37][Mg+].[Br-]. Product: [NH3:1].[CH3:11][OH:12].[N:1]1[C:10]2[C:5](=[CH:6][CH:7]=[CH:8][CH:9]=2)[C:4]([C:11]([C:13]2[N:14]=[CH:15][N:16]([C:18]([C:31]3[CH:32]=[CH:33][CH:34]=[CH:35][CH:36]=3)([C:25]3[CH:26]=[CH:27][CH:28]=[CH:29][CH:30]=3)[C:19]3[CH:24]=[CH:23][CH:22]=[CH:21][CH:20]=3)[CH:17]=2)([OH:12])[CH3:37])=[CH:3][CH:2]=1. The catalyst class is: 116. (8) Reactant: [CH2:1]([O:8][C:9](=[O:23])[NH:10][C:11](=O)[CH2:12][C@@H:13]([NH:15][C:16]1[CH:21]=[CH:20][CH:19]=[CH:18][CH:17]=1)[CH3:14])[C:2]1[CH:7]=[CH:6][CH:5]=[CH:4][CH:3]=1.[BH4-].[Na+]. Product: [CH2:1]([O:8][C:9](=[O:23])[NH:10][C@H:11]1[C:21]2[C:16](=[CH:17][CH:18]=[CH:19][CH:20]=2)[NH:15][C@@H:13]([CH3:14])[CH2:12]1)[C:2]1[CH:7]=[CH:6][CH:5]=[CH:4][CH:3]=1. The catalyst class is: 8. (9) Reactant: [NH2:1][C:2]1[CH:11]=[C:10]2[C:5]([CH:6]=[CH:7][CH:8]=[C:9]2[CH:12]2[CH2:16][CH2:15][N:14]([CH3:17])[CH2:13]2)=[CH:4][CH:3]=1.C(N(CC)CC)C.[C:25](Cl)(=[O:32])[C:26]1[CH:31]=[CH:30][CH:29]=[CH:28][CH:27]=1. Product: [C:25]([NH:1][C:2]1[CH:11]=[C:10]2[C:5]([CH:6]=[CH:7][CH:8]=[C:9]2[CH:12]2[CH2:16][CH2:15][N:14]([CH3:17])[CH2:13]2)=[CH:4][CH:3]=1)(=[O:32])[C:26]1[CH:31]=[CH:30][CH:29]=[CH:28][CH:27]=1. The catalyst class is: 7.